Dataset: Peptide-MHC class I binding affinity with 185,985 pairs from IEDB/IMGT. Task: Regression. Given a peptide amino acid sequence and an MHC pseudo amino acid sequence, predict their binding affinity value. This is MHC class I binding data. (1) The peptide sequence is LPQHLTQRAQ. The MHC is HLA-B35:01 with pseudo-sequence HLA-B35:01. The binding affinity (normalized) is 0.195. (2) The peptide sequence is LLKLWIDKV. The MHC is HLA-A02:12 with pseudo-sequence HLA-A02:12. The binding affinity (normalized) is 0.787. (3) The peptide sequence is GTSTDVVYR. The MHC is HLA-A03:01 with pseudo-sequence HLA-A03:01. The binding affinity (normalized) is 0.596. (4) The peptide sequence is SLGDPLHQA. The MHC is HLA-A02:12 with pseudo-sequence HLA-A02:12. The binding affinity (normalized) is 0.683. (5) The peptide sequence is GDYKLVEI. The MHC is HLA-B07:02 with pseudo-sequence HLA-B07:02. The binding affinity (normalized) is 0. (6) The peptide sequence is FQWHEAMFL. The MHC is HLA-A03:01 with pseudo-sequence HLA-A03:01. The binding affinity (normalized) is 0.0847. (7) The peptide sequence is QTIVFIWFI. The MHC is Mamu-B08 with pseudo-sequence Mamu-B08. The binding affinity (normalized) is 0.0126. (8) The peptide sequence is IIAVFDSKLI. The MHC is HLA-A02:02 with pseudo-sequence HLA-A02:02. The binding affinity (normalized) is 0.387.